From a dataset of Reaction yield outcomes from USPTO patents with 853,638 reactions. Predict the reaction yield, written as a fraction of the theoretical maximum amount of product (1.0 means a 100% yield; for example, 0.34 means a 34% yield). (1) The reactants are [OH:1][C:2]1[CH:7]=[CH:6][CH:5]=[CH:4][C:3]=1/[CH:8]=[CH:9]/[C:10]([C:12]1[CH:13]=[N:14][CH:15]=[CH:16][CH:17]=1)=O.O.[NH2:19][NH2:20]. The catalyst is C(O)C. The product is [N:14]1[CH:15]=[CH:16][CH:17]=[C:12]([C:10]2[CH2:9][CH:8]([C:3]3[CH:4]=[CH:5][CH:6]=[CH:7][C:2]=3[OH:1])[NH:20][N:19]=2)[CH:13]=1. The yield is 0.940. (2) The reactants are [F:1][C:2]([F:11])([F:10])[C:3]1[CH:9]=[CH:8][C:6]([NH2:7])=[CH:5][CH:4]=1.[N:12]([O-])=O.[Na+].C([O-])(=O)C.[Na+].[C:21]([CH2:24][C:25](=[O:27])[CH3:26])(=[O:23])[CH3:22]. The catalyst is O.Cl.C(O)C. The product is [F:1][C:2]([F:10])([F:11])[C:3]1[CH:9]=[CH:8][C:6]([NH:7][N:12]=[C:24]([C:25](=[O:27])[CH3:26])[C:21](=[O:23])[CH3:22])=[CH:5][CH:4]=1. The yield is 0.310. (3) The reactants are [CH2:1]([C:4]1[CH:9]=[CH:8][CH:7]=[C:6]([CH:10]([CH3:12])[CH3:11])[C:5]=1[OH:13])[CH:2]=[CH2:3].ClC1C=C(C=CC=1)C(OO)=O.C(=O)([O-])[O-].[K+].[K+].ClC1C2OC(CO)CC=2C(C(F)(F)F)=CC=1.C(C1C2OC(CO)CC=2C=CC=1)(C)C.C1(C)C=CC(S(Cl)(=O)=O)=CC=1.[CH3:72][C:73]1[CH:78]=[CH:77][C:76]([S:79]([O:82]CC2CC3C(C(F)(F)F)=CC=C(Cl)C=3O2)(=[O:81])=[O:80])=[CH:75][CH:74]=1. No catalyst specified. The product is [CH3:72][C:73]1[CH:74]=[CH:75][C:76]([S:79]([O:82][CH2:3][CH:2]2[CH2:1][C:4]3[CH:9]=[CH:8][CH:7]=[C:6]([CH:10]([CH3:11])[CH3:12])[C:5]=3[O:13]2)(=[O:81])=[O:80])=[CH:77][CH:78]=1. The yield is 0.790. (4) The reactants are C[O:2][C:3](=[O:25])[C:4]1[CH:9]=[CH:8][C:7]([F:10])=[CH:6][C:5]=1[O:11][CH:12]1[CH2:17][CH2:16][N:15]([C:18]([O:20][C:21]([CH3:24])([CH3:23])[CH3:22])=[O:19])[CH2:14][CH2:13]1.[Li+].[OH-].CO.C1COCC1. The catalyst is CCOC(C)=O. The product is [C:21]([O:20][C:18]([N:15]1[CH2:16][CH2:17][CH:12]([O:11][C:5]2[CH:6]=[C:7]([F:10])[CH:8]=[CH:9][C:4]=2[C:3]([OH:25])=[O:2])[CH2:13][CH2:14]1)=[O:19])([CH3:24])([CH3:22])[CH3:23]. The yield is 0.760. (5) The reactants are FC(F)(F)S(O[C:7]1[CH:16]=[CH:15][C:14]2[C:9](=[C:10]([C:19]#[N:20])[CH:11]=[C:12]([O:17][CH3:18])[CH:13]=2)[CH:8]=1)(=O)=O.[CH3:23][O:24][C:25]1[CH:26]=[C:27](OB(O)O)[CH:28]=[CH:29][CH:30]=1. No catalyst specified. The product is [CH3:18][O:17][C:12]1[CH:11]=[C:10]([C:19]#[N:20])[C:9]2[C:14]([CH:13]=1)=[CH:15][CH:16]=[C:7]([C:29]1[CH:28]=[CH:27][CH:26]=[C:25]([O:24][CH3:23])[CH:30]=1)[CH:8]=2. The yield is 0.250. (6) The reactants are [O:1]([Si:9]([C:12]([CH3:15])([CH3:14])[CH3:13])([CH3:11])[CH3:10])S(C(F)(F)F)(=O)=O.O[C@@H:17]1[CH2:21][N:20]([C:22]([O:24][C:25]([CH3:28])([CH3:27])[CH3:26])=[O:23])[C@@H:19]([C:29]([O:31][CH3:32])=[O:30])[CH2:18]1.C(N(CC)CC)C. The catalyst is C(Cl)Cl. The product is [Si:9]([O:1][C@@H:17]1[CH2:21][N:20]([C:22]([O:24][C:25]([CH3:28])([CH3:27])[CH3:26])=[O:23])[C@@H:19]([C:29]([O:31][CH3:32])=[O:30])[CH2:18]1)([C:12]([CH3:15])([CH3:14])[CH3:13])([CH3:11])[CH3:10]. The yield is 0.590. (7) The reactants are Cl[C:2]1[N:7]=[CH:6][N:5]=[C:4]([NH2:8])[CH:3]=1.[Na].[C:10]1([OH:16])[CH:15]=[CH:14][CH:13]=[CH:12][CH:11]=1.[OH-].[Na+]. No catalyst specified. The product is [O:16]([C:2]1[N:7]=[CH:6][N:5]=[C:4]([NH2:8])[CH:3]=1)[C:10]1[CH:15]=[CH:14][CH:13]=[CH:12][CH:11]=1. The yield is 0.750. (8) The reactants are C([O:5][C:6](=O)[CH2:7][O:8][C@H:9]1[CH2:32][O:31][C:12]2=[CH:13][CH:14]=[C:15]3[C:19]([N:18]([CH2:20][C@H:21]([O:23][Si:24]([C:27]([CH3:30])([CH3:29])[CH3:28])([CH3:26])[CH3:25])[CH3:22])[N:17]=[CH:16]3)=[C:11]2[CH2:10]1)(C)(C)C.[H-].[Al+3].[Li+].[H-].[H-].[H-].C(=O)(O)[O-].[Na+]. The catalyst is C1COCC1. The product is [C:27]([Si:24]([CH3:26])([CH3:25])[O:23][C@H:21]([CH3:22])[CH2:20][N:18]1[C:19]2[C:15](=[CH:14][CH:13]=[C:12]3[O:31][CH2:32][C@H:9]([O:8][CH2:7][CH2:6][OH:5])[CH2:10][C:11]3=2)[CH:16]=[N:17]1)([CH3:29])([CH3:30])[CH3:28]. The yield is 0.930.